From a dataset of Full USPTO retrosynthesis dataset with 1.9M reactions from patents (1976-2016). Predict the reactants needed to synthesize the given product. (1) Given the product [CH2:29]([N:31]([CH:32]([CH3:34])[CH3:33])[C:26]([CH:24]1[CH2:23][CH2:22][C:21]2[C:14]3[C:13]([NH:12][C:4]4[CH:5]=[C:6]5[C:10](=[CH:11][C:3]=4[O:2][CH3:1])[NH:9][N:8]=[CH:7]5)=[N:18][CH:17]=[N:16][C:15]=3[S:19][C:20]=2[CH2:25]1)=[O:27])[CH3:30], predict the reactants needed to synthesize it. The reactants are: [CH3:1][O:2][C:3]1[CH:11]=[C:10]2[C:6]([CH:7]=[N:8][NH:9]2)=[CH:5][C:4]=1[NH:12][C:13]1[C:14]2[C:21]3[CH2:22][CH2:23][CH:24]([C:26](O)=[O:27])[CH2:25][C:20]=3[S:19][C:15]=2[N:16]=[CH:17][N:18]=1.[CH2:29]([NH:31][CH:32]([CH3:34])[CH3:33])[CH3:30]. (2) Given the product [Cl:30][C:25]1[CH:24]=[C:23]([N:17]2[CH2:16][CH2:15][N:14]([C:9]3[C:10]([CH3:13])=[C:11]([CH3:12])[C:5]4[O:4][C:3]([CH3:21])([CH3:2])[CH2:7][C:6]=4[C:8]=3[CH3:20])[CH2:19][CH2:18]2)[CH:28]=[CH:27][C:26]=1[CH3:29], predict the reactants needed to synthesize it. The reactants are: Cl.[CH3:2][C:3]1([CH3:21])[CH2:7][C:6]2[C:8]([CH3:20])=[C:9]([N:14]3[CH2:19][CH2:18][NH:17][CH2:16][CH2:15]3)[C:10]([CH3:13])=[C:11]([CH3:12])[C:5]=2[O:4]1.Br[C:23]1[CH:28]=[CH:27][C:26]([CH3:29])=[C:25]([Cl:30])[CH:24]=1. (3) Given the product [CH2:1]([O:3][C:4](=[O:17])[C:5]([CH3:7])([O:8][C:9]1[CH:10]=[CH:11][C:12]([CH2:15][NH:16][C:21]([C:20]2[C:19]([CH3:18])=[N:27][C:26]([C:28]3[CH:33]=[CH:32][C:31]([C:34]([F:37])([F:35])[F:36])=[CH:30][CH:29]=3)=[CH:25][CH:24]=2)=[O:22])=[CH:13][CH:14]=1)[CH3:6])[CH3:2], predict the reactants needed to synthesize it. The reactants are: [CH2:1]([O:3][C:4](=[O:17])[C:5]([O:8][C:9]1[CH:14]=[CH:13][C:12]([CH2:15][NH2:16])=[CH:11][CH:10]=1)([CH3:7])[CH3:6])[CH3:2].[CH3:18][C:19]1[N:27]=[C:26]([C:28]2[CH:33]=[CH:32][C:31]([C:34]([F:37])([F:36])[F:35])=[CH:30][CH:29]=2)[CH:25]=[CH:24][C:20]=1[C:21](O)=[O:22].COC(=O)C1C=CC(C2C=CC(C(F)(F)F)=CC=2)=NC=1C. (4) Given the product [CH3:20][C:10]1[S:9][C:4]2[N:5]=[C:6]([O:8][CH3:21])[CH:7]=[C:2]([NH2:1])[C:3]=2[C:11]=1[C:12]1[CH:17]=[CH:16][CH:15]=[C:14]([O:18][CH3:19])[CH:13]=1, predict the reactants needed to synthesize it. The reactants are: [NH2:1][C:2]1[C:3]2[C:11]([C:12]3[CH:17]=[CH:16][CH:15]=[C:14]([O:18][CH3:19])[CH:13]=3)=[C:10]([CH3:20])[S:9][C:4]=2[NH:5][C:6](=[O:8])[CH:7]=1.[C:21](=O)([O-])[O-].[K+].[K+].CI. (5) The reactants are: [O-]O.[C:3]1([CH:9]([CH3:11])[CH3:10])[CH:8]=[CH:7][CH:6]=[CH:5][CH:4]=1.C1C(Cl)=CC=C(Cl)C=1.C(OCC1OC1)(=O)C(C)=C. Given the product [CH3:11][C:9]([C:3]1[CH:8]=[CH:7][CH:6]=[CH:5][CH:4]=1)=[CH2:10], predict the reactants needed to synthesize it. (6) The reactants are: [Si]([O:8][C@H:9]([C:36]1[CH:41]=[CH:40][C:39]([OH:42])=[C:38]([CH2:43][OH:44])[CH:37]=1)[CH2:10][NH:11][C@H:12]([CH3:35])[CH2:13][C:14]1[CH:15]=[C:16]2[C:20](=[CH:21][CH:22]=1)[NH:19][C:18]([C:23]([NH:25][CH2:26][C:27]1[CH:32]=[CH:31][CH:30]=[CH:29][C:28]=1[O:33][CH3:34])=[O:24])=[CH:17]2)(C(C)(C)C)(C)C.[F-].[NH4+]. Given the product [NH3:11].[OH:8][C@H:9]([C:36]1[CH:41]=[CH:40][C:39]([OH:42])=[C:38]([CH2:43][OH:44])[CH:37]=1)[CH2:10][NH:11][C@H:12]([CH3:35])[CH2:13][C:14]1[CH:15]=[C:16]2[C:20](=[CH:21][CH:22]=1)[NH:19][C:18]([C:23]([NH:25][CH2:26][C:27]1[CH:32]=[CH:31][CH:30]=[CH:29][C:28]=1[O:33][CH3:34])=[O:24])=[CH:17]2, predict the reactants needed to synthesize it. (7) Given the product [F:37][C:38]1[C:39]([NH:48][CH:49]2[CH2:54][CH2:53][CH:52]([OH:55])[CH2:51][CH2:50]2)=[C:40]([CH:44]=[C:45]([C:15]2[CH:16]=[C:17]3[C:9]([C:4]4[CH:5]=[CH:6][CH:7]=[CH:8][C:3]=4[O:2][CH3:1])=[CH:10][N:11]([S:27]([C:30]4[CH:35]=[CH:34][C:33]([CH3:36])=[CH:32][CH:31]=4)(=[O:28])=[O:29])[C:12]3=[N:13][CH:14]=2)[CH:46]=1)[C:41]([OH:43])=[O:42], predict the reactants needed to synthesize it. The reactants are: [CH3:1][O:2][C:3]1[CH:8]=[CH:7][CH:6]=[CH:5][C:4]=1[C:9]1[C:17]2[C:12](=[N:13][CH:14]=[C:15](B3OC(C)(C)C(C)(C)O3)[CH:16]=2)[N:11]([S:27]([C:30]2[CH:35]=[CH:34][C:33]([CH3:36])=[CH:32][CH:31]=2)(=[O:29])=[O:28])[CH:10]=1.[F:37][C:38]1[C:39]([NH:48][CH:49]2[CH2:54][CH2:53][CH:52]([OH:55])[CH2:51][CH2:50]2)=[C:40]([CH:44]=[C:45](I)[CH:46]=1)[C:41]([OH:43])=[O:42].C(=O)([O-])[O-].[Na+].[Na+].Cl. (8) Given the product [CH3:44][N:17]1[C:18]2[C:23](=[CH:22][CH:21]=[C:20]([S:24]([NH:27][C:28]3[S:32][N:31]=[CH:30][N:29]=3)(=[O:25])=[O:26])[CH:19]=2)[C:15]([C:7]2[CH:8]=[CH:9][CH:10]=[C:5]([S:2]([CH3:1])(=[O:4])=[O:3])[CH:6]=2)=[CH:16]1, predict the reactants needed to synthesize it. The reactants are: [CH3:1][S:2]([C:5]1[CH:6]=[C:7](B(O)O)[CH:8]=[CH:9][CH:10]=1)(=[O:4])=[O:3].Br[C:15]1[C:23]2[C:18](=[CH:19][C:20]([S:24]([N:27](CC3C=CC(OC)=CC=3OC)[C:28]3[S:32][N:31]=[CH:30][N:29]=3)(=[O:26])=[O:25])=[CH:21][CH:22]=2)[N:17]([CH3:44])[CH:16]=1.